Dataset: NCI-60 drug combinations with 297,098 pairs across 59 cell lines. Task: Regression. Given two drug SMILES strings and cell line genomic features, predict the synergy score measuring deviation from expected non-interaction effect. (1) Drug 1: C1=NC(=NC(=O)N1C2C(C(C(O2)CO)O)O)N. Drug 2: C(=O)(N)NO. Cell line: HS 578T. Synergy scores: CSS=13.1, Synergy_ZIP=-3.26, Synergy_Bliss=-0.604, Synergy_Loewe=-7.93, Synergy_HSA=0.0440. (2) Drug 1: CCC(=C(C1=CC=CC=C1)C2=CC=C(C=C2)OCCN(C)C)C3=CC=CC=C3.C(C(=O)O)C(CC(=O)O)(C(=O)O)O. Drug 2: C(CCl)NC(=O)N(CCCl)N=O. Cell line: NCI/ADR-RES. Synergy scores: CSS=6.94, Synergy_ZIP=1.05, Synergy_Bliss=7.70, Synergy_Loewe=-0.591, Synergy_HSA=0.172. (3) Drug 1: C1CCC(CC1)NC(=O)N(CCCl)N=O. Drug 2: C1=NC2=C(N=C(N=C2N1C3C(C(C(O3)CO)O)O)F)N. Cell line: DU-145. Synergy scores: CSS=3.86, Synergy_ZIP=-3.18, Synergy_Bliss=-1.76, Synergy_Loewe=-2.58, Synergy_HSA=-2.37. (4) Drug 1: CC12CCC3C(C1CCC2=O)CC(=C)C4=CC(=O)C=CC34C. Drug 2: CN(C)N=NC1=C(NC=N1)C(=O)N. Cell line: SNB-19. Synergy scores: CSS=20.0, Synergy_ZIP=2.37, Synergy_Bliss=-1.98, Synergy_Loewe=-34.0, Synergy_HSA=-3.25. (5) Drug 2: C1C(C(OC1N2C=NC3=C2NC=NCC3O)CO)O. Synergy scores: CSS=-1.59, Synergy_ZIP=-0.341, Synergy_Bliss=-1.10, Synergy_Loewe=-3.38, Synergy_HSA=-3.26. Drug 1: C1=CN(C(=O)N=C1N)C2C(C(C(O2)CO)O)O.Cl. Cell line: RXF 393. (6) Drug 1: CC=C1C(=O)NC(C(=O)OC2CC(=O)NC(C(=O)NC(CSSCCC=C2)C(=O)N1)C(C)C)C(C)C. Drug 2: CC(C)NC(=O)C1=CC=C(C=C1)CNNC.Cl. Cell line: LOX IMVI. Synergy scores: CSS=64.3, Synergy_ZIP=-4.52, Synergy_Bliss=-9.24, Synergy_Loewe=-62.5, Synergy_HSA=-5.74. (7) Drug 1: C1C(C(OC1N2C=C(C(=O)NC2=O)F)CO)O. Drug 2: C#CCC(CC1=CN=C2C(=N1)C(=NC(=N2)N)N)C3=CC=C(C=C3)C(=O)NC(CCC(=O)O)C(=O)O. Cell line: ACHN. Synergy scores: CSS=50.4, Synergy_ZIP=-4.80, Synergy_Bliss=-4.32, Synergy_Loewe=-9.33, Synergy_HSA=-1.56. (8) Drug 1: CC12CCC3C(C1CCC2O)C(CC4=C3C=CC(=C4)O)CCCCCCCCCS(=O)CCCC(C(F)(F)F)(F)F. Drug 2: C#CCC(CC1=CN=C2C(=N1)C(=NC(=N2)N)N)C3=CC=C(C=C3)C(=O)NC(CCC(=O)O)C(=O)O. Cell line: ACHN. Synergy scores: CSS=0.549, Synergy_ZIP=2.23, Synergy_Bliss=0.503, Synergy_Loewe=-0.538, Synergy_HSA=-2.11. (9) Drug 1: C1CCN(CC1)CCOC2=CC=C(C=C2)C(=O)C3=C(SC4=C3C=CC(=C4)O)C5=CC=C(C=C5)O. Drug 2: CC(C1=C(C=CC(=C1Cl)F)Cl)OC2=C(N=CC(=C2)C3=CN(N=C3)C4CCNCC4)N. Cell line: SK-MEL-5. Synergy scores: CSS=-14.2, Synergy_ZIP=8.21, Synergy_Bliss=2.47, Synergy_Loewe=-3.87, Synergy_HSA=-7.52.